The task is: Predict which catalyst facilitates the given reaction.. This data is from Catalyst prediction with 721,799 reactions and 888 catalyst types from USPTO. (1) Reactant: [NH2:1][C:2]1[S:3][C:4]2[N:5]=[C:6]([NH:11][C:12]3[CH:13]=[C:14]([NH:19][C:20](=[O:32])[C:21]4[CH:26]=[CH:25][CH:24]=[C:23]([C:27]([C:30]#[N:31])([CH3:29])[CH3:28])[CH:22]=4)[CH:15]=[CH:16][C:17]=3[CH3:18])[N:7]=[CH:8][C:9]=2[N:10]=1.[CH3:33][C:34]1[NH:38][N:37]=[C:36]([C:39](O)=[O:40])[CH:35]=1.F[P-](F)(F)(F)(F)F.N1(OC(N(C)C)=[N+](C)C)C2N=CC=CC=2N=N1.C(=O)([O-])O.[Na+]. Product: [C:30]([C:27]([C:23]1[CH:22]=[C:21]([C:20]([NH:19][C:14]2[CH:15]=[CH:16][C:17]([CH3:18])=[C:12]([NH:11][C:6]3[N:7]=[CH:8][C:9]4[N:10]=[C:2]([NH:1][C:39]([C:36]5[CH:35]=[C:34]([CH3:33])[NH:38][N:37]=5)=[O:40])[S:3][C:4]=4[N:5]=3)[CH:13]=2)=[O:32])[CH:26]=[CH:25][CH:24]=1)([CH3:29])[CH3:28])#[N:31]. The catalyst class is: 17. (2) Reactant: Br[C:2]1[N:7]2[CH:8]=[C:9]([CH2:11][OH:12])[N:10]=[C:6]2[C:5]([N:13]2[CH2:18][CH2:17][O:16][CH2:15][CH2:14]2)=[N:4][CH:3]=1.CC1(C)C(C)(C)OB([C:27]2[CH:28]=[CH:29][C:30]([C:33]#[N:34])=[N:31][CH:32]=2)O1.C([O-])([O-])=O.[Cs+].[Cs+]. The catalyst class is: 117. Product: [OH:12][CH2:11][C:9]1[N:10]=[C:6]2[C:5]([N:13]3[CH2:18][CH2:17][O:16][CH2:15][CH2:14]3)=[N:4][CH:3]=[C:2]([C:27]3[CH:28]=[CH:29][C:30]([C:33]#[N:34])=[N:31][CH:32]=3)[N:7]2[CH:8]=1. (3) Reactant: [F:1][C:2]([F:34])([F:33])[C:3]1[CH:4]=[C:5]([CH:26]=[C:27]([C:29]([F:32])([F:31])[F:30])[CH:28]=1)[CH2:6][O:7][CH2:8][C@@H:9]([N:16]1[CH2:21][CH2:20][N:19]([CH2:22][C:23]([NH2:25])=O)[CH2:18][CH2:17]1)[C:10]1[CH:15]=[CH:14][CH:13]=[CH:12][CH:11]=1.CS(C)=O.C(Cl)(=O)C(Cl)=O.C(N(CC)CC)C. Product: [F:32][C:29]([F:30])([F:31])[C:27]1[CH:26]=[C:5]([CH:4]=[C:3]([C:2]([F:1])([F:33])[F:34])[CH:28]=1)[CH2:6][O:7][CH2:8][C@@H:9]([N:16]1[CH2:17][CH2:18][N:19]([CH2:22][C:23]#[N:25])[CH2:20][CH2:21]1)[C:10]1[CH:11]=[CH:12][CH:13]=[CH:14][CH:15]=1. The catalyst class is: 2. (4) Reactant: FC(F)(F)C(/[N:5]=[C:6]1\[S:7][C:8]([CH3:22])=[CH:9][N:10]\1[CH2:11][C:12]1[C:21]2[C:16](=[CH:17][CH:18]=[CH:19][CH:20]=2)[CH:15]=[CH:14][CH:13]=1)=O.[OH-].[Na+].[Cl-].[Na+]. Product: [CH3:22][C:8]1[S:7][C:6](=[NH:5])[N:10]([CH2:11][C:12]2[C:21]3[C:16](=[CH:17][CH:18]=[CH:19][CH:20]=3)[CH:15]=[CH:14][CH:13]=2)[CH:9]=1. The catalyst class is: 83. (5) Reactant: [Cl:1][C:2]1[C:3]([N:14]2[CH2:19][CH2:18][N:17](C(OC(C)(C)C)=O)[CH2:16][CH2:15]2)=[N:4][CH:5]=[C:6]([C:8]([O:10][CH:11]([CH3:13])[CH3:12])=[O:9])[CH:7]=1.[ClH:27]. Product: [ClH:1].[ClH:27].[Cl:1][C:2]1[C:3]([N:14]2[CH2:19][CH2:18][NH:17][CH2:16][CH2:15]2)=[N:4][CH:5]=[C:6]([CH:7]=1)[C:8]([O:10][CH:11]([CH3:13])[CH3:12])=[O:9]. The catalyst class is: 5. (6) Reactant: [NH:1]1[C:9]2[C:4](=[CH:5][CH:6]=[CH:7][CH:8]=2)[C:3]([CH2:10][C:11]([OH:13])=[O:12])=[CH:2]1.[CH3:14]O.Cl. Product: [NH:1]1[C:9]2[C:4](=[CH:5][CH:6]=[CH:7][CH:8]=2)[C:3]([CH2:10][C:11]([O:13][CH3:14])=[O:12])=[CH:2]1. The catalyst class is: 27. (7) Reactant: [Cl:1][C:2]1[CH:13]=[CH:12][C:5]2[O:6][C@H:7](NC)[CH2:8][O:9][C:4]=2[CH:3]=1.[N:14]1C=CC=C[CH:15]=1.Cl[S:21]([NH:24][C:25]([O:27][C:28]([CH3:31])([CH3:30])[CH3:29])=[O:26])(=[O:23])=[O:22]. Product: [Cl:1][C:2]1[CH:13]=[CH:12][C:5]2[O:6][C@@H:7]([CH2:15][NH:14][S:21]([NH:24][C:25]([O:27][C:28]([CH3:31])([CH3:30])[CH3:29])=[O:26])(=[O:23])=[O:22])[CH2:8][O:9][C:4]=2[CH:3]=1. The catalyst class is: 840. (8) Reactant: [C:1](OC)(OC)(OC)[CH2:2][CH2:3][CH3:4].Cl.N1C=CC=CC=1.[NH2:18][C:19]1[CH:20]=[N:21][C:22]2[C:27]([C:28]=1[NH:29][CH2:30][C:31]([CH3:34])([OH:33])[CH3:32])=[CH:26][CH:25]=[C:24]([Br:35])[CH:23]=2. Product: [Br:35][C:24]1[CH:25]=[CH:26][C:27]2[C:28]3[N:29]([CH2:30][C:31]([CH3:34])([OH:33])[CH3:32])[C:1]([CH2:2][CH2:3][CH3:4])=[N:18][C:19]=3[CH:20]=[N:21][C:22]=2[CH:23]=1. The catalyst class is: 11.